Dataset: Full USPTO retrosynthesis dataset with 1.9M reactions from patents (1976-2016). Task: Predict the reactants needed to synthesize the given product. Given the product [CH2:46]([NH:51][C:2]1[CH:27]=[CH:26][C:5]([CH2:6][O:7][C:8]2[CH:16]=[CH:15][C:14]3[NH:13][C:12]4[CH:17]([CH2:20][C:21]([OH:23])=[O:22])[CH2:18][CH2:19][C:11]=4[C:10]=3[CH:9]=2)=[CH:4][C:3]=1[C:28]([F:30])([F:31])[F:29])[CH3:45], predict the reactants needed to synthesize it. The reactants are: Cl[C:2]1[CH:27]=[CH:26][C:5]([CH2:6][O:7][C:8]2[CH:16]=[CH:15][C:14]3[NH:13][C:12]4[CH:17]([CH2:20][C:21]([O:23]CC)=[O:22])[CH2:18][CH2:19][C:11]=4[C:10]=3[CH:9]=2)=[CH:4][C:3]=1[C:28]([F:31])([F:30])[F:29].C1(P(C2CCCCC2)C2C=CC=CC=2[C:45]2C=CC=C[C:46]=2[N:51](C)C)CCCCC1.C(N)C.C1COCC1.CC(C)([O-])C.[Na+].